This data is from Reaction yield outcomes from USPTO patents with 853,638 reactions. The task is: Predict the reaction yield, written as a fraction of the theoretical maximum amount of product (1.0 means a 100% yield; for example, 0.34 means a 34% yield). (1) The reactants are Br[CH2:2][C:3]([C:5]1[CH:10]=[CH:9][C:8]([C:11]([F:14])([F:13])[F:12])=[CH:7][CH:6]=1)=O.[C:15]([CH2:17][C:18]([NH2:20])=[S:19])#[N:16]. No catalyst specified. The product is [F:12][C:11]([F:14])([F:13])[C:8]1[CH:9]=[CH:10][C:5]([C:3]2[N:20]=[C:18]([CH2:17][C:15]#[N:16])[S:19][CH:2]=2)=[CH:6][CH:7]=1. The yield is 0.480. (2) The reactants are [CH3:1][O:2][C:3]1[CH:4]=[C:5]([NH:13][C:14]([CH2:16][CH2:17][CH2:18][C:19]([O:21]CC)=[O:20])=[O:15])[CH:6]=[C:7]([O:11][CH3:12])[C:8]=1[O:9][CH3:10].[OH-].[Na+].O. The catalyst is C(O)C. The product is [CH3:12][O:11][C:7]1[CH:6]=[C:5]([NH:13][C:14]([CH2:16][CH2:17][CH2:18][C:19]([OH:21])=[O:20])=[O:15])[CH:4]=[C:3]([O:2][CH3:1])[C:8]=1[O:9][CH3:10]. The yield is 1.00. (3) The reactants are [CH2:1]([C:5]1[CH:10]=[CH:9][C:8]([C:11]#[C:12][C:13]2[CH:33]=[CH:32][C:16]([CH2:17][NH:18][C:19]3[CH:31]=[CH:30][C:22]4[O:23][C:24]([CH3:29])([CH3:28])[O:25][C:26](=[O:27])[C:21]=4[CH:20]=3)=[CH:15][CH:14]=2)=[CH:7][CH:6]=1)[CH2:2][CH2:3][CH3:4].[CH:34](=O)[CH2:35][CH2:36][CH2:37][CH2:38][CH3:39].C(O[BH-](OC(=O)C)OC(=O)C)(=O)C.[Na+].O. The catalyst is ClCCCl. The product is [CH2:1]([C:5]1[CH:6]=[CH:7][C:8]([C:11]#[C:12][C:13]2[CH:33]=[CH:32][C:16]([CH2:17][N:18]([CH2:34][CH2:35][CH2:36][CH2:37][CH2:38][CH3:39])[C:19]3[CH:31]=[CH:30][C:22]4[O:23][C:24]([CH3:29])([CH3:28])[O:25][C:26](=[O:27])[C:21]=4[CH:20]=3)=[CH:15][CH:14]=2)=[CH:9][CH:10]=1)[CH2:2][CH2:3][CH3:4]. The yield is 0.920. (4) The reactants are [NH2:1][C:2]1[N:7]=[C:6]([C:8]2[CH:13]=[CH:12][C:11]([OH:14])=[CH:10][C:9]=2[CH:15]2[CH2:19][CH2:18][CH2:17][CH2:16]2)[CH:5]=[CH:4][CH:3]=1.[CH3:20][N:21]([CH3:25])[CH2:22][CH2:23]Cl.C([O-])([O-])=O.[Cs+].[Cs+]. The catalyst is CC(C)=O. The product is [CH:15]1([C:9]2[CH:10]=[C:11]([O:14][CH2:23][CH2:22][N:21]([CH3:25])[CH3:20])[CH:12]=[CH:13][C:8]=2[C:6]2[N:7]=[C:2]([NH2:1])[CH:3]=[CH:4][CH:5]=2)[CH2:19][CH2:18][CH2:17][CH2:16]1. The yield is 0.670. (5) The reactants are [CH2:1](O)[CH:2]([OH:6])[CH2:3][CH2:4][OH:5].C[O:9][C:10](OC)([CH3:12])[CH3:11].C1(C)C=CC(S(O)(=O)=O)=CC=1. The catalyst is ClCCl. The product is [CH3:11][C:10]1([CH3:12])[O:9][CH:3]([CH:2]([OH:6])[CH3:1])[CH2:4][O:5]1. The yield is 0.967. (6) The reactants are C([O:3][C:4]([C:6]1([C:15](=[O:27])[NH:16][C:17]2[CH:26]=[CH:25][CH:24]=[C:23]3[C:18]=2[CH:19]=[CH:20][N:21]=[CH:22]3)[CH2:14][C:13]2[C:8](=[CH:9][CH:10]=[CH:11][CH:12]=2)[CH2:7]1)=[O:5])C.O1CCOCC1.CO.O. The yield is 0.860. The catalyst is CO.C(Cl)Cl. The product is [CH:22]1[C:23]2[C:18](=[C:17]([NH:16][C:15]([C:6]3([C:4]([OH:5])=[O:3])[CH2:7][C:8]4[C:13](=[CH:12][CH:11]=[CH:10][CH:9]=4)[CH2:14]3)=[O:27])[CH:26]=[CH:25][CH:24]=2)[CH:19]=[CH:20][N:21]=1. (7) The reactants are C(N(C(C)C)C(C)C)C.Cl[C:11]1[N:19]=[CH:18][N:17]=[C:16]2[C:12]=1[N:13]=[CH:14][NH:15]2.[NH:20]1[C:24]2[CH:25]=[CH:26][CH:27]=[CH:28][C:23]=2[N:22]=[C:21]1[C:29]1([CH2:35][NH2:36])[CH2:34][CH2:33][NH:32][CH2:31][CH2:30]1. The catalyst is C(O)CCC. The product is [NH:20]1[C:24]2[CH:25]=[CH:26][CH:27]=[CH:28][C:23]=2[N:22]=[C:21]1[C:29]1([CH2:35][NH2:36])[CH2:30][CH2:31][N:32]([C:11]2[N:19]=[CH:18][N:17]=[C:16]3[C:12]=2[N:13]=[CH:14][NH:15]3)[CH2:33][CH2:34]1. The yield is 0.790.